This data is from Reaction yield outcomes from USPTO patents with 853,638 reactions. The task is: Predict the reaction yield, written as a fraction of the theoretical maximum amount of product (1.0 means a 100% yield; for example, 0.34 means a 34% yield). (1) The reactants are [C:1]([O:5][C:6](=[O:35])[NH:7][C:8]1([C:12]2[CH:17]=[CH:16][C:15]([C:18]3[N:19]=[C:20]4[CH:25]=[C:24]([C:26]#[N:27])[CH:23]=[CH:22][N:21]4[C:28]=3[C:29]3[CH:34]=[CH:33][CH:32]=[CH:31][CH:30]=3)=[CH:14][CH:13]=2)[CH2:11][CH2:10][CH2:9]1)([CH3:4])([CH3:3])[CH3:2].[N-:36]=[N+:37]=[N-:38].[Na+].[NH4+].[Cl-].C([O-])(O)=O.[Na+]. The catalyst is CN(C=O)C. The product is [C:1]([O:5][C:6](=[O:35])[NH:7][C:8]1([C:12]2[CH:13]=[CH:14][C:15]([C:18]3[N:19]=[C:20]4[CH:25]=[C:24]([C:26]5[N:36]=[N:37][NH:38][N:27]=5)[CH:23]=[CH:22][N:21]4[C:28]=3[C:29]3[CH:34]=[CH:33][CH:32]=[CH:31][CH:30]=3)=[CH:16][CH:17]=2)[CH2:11][CH2:10][CH2:9]1)([CH3:4])([CH3:2])[CH3:3]. The yield is 0.520. (2) The reactants are [CH3:1][C:2]1[C:7](Br)=[CH:6][CH:5]=[C:4]([CH3:9])[N:3]=1. The catalyst is C1C=CC([P]([Pd]([P](C2C=CC=CC=2)(C2C=CC=CC=2)C2C=CC=CC=2)([P](C2C=CC=CC=2)(C2C=CC=CC=2)C2C=CC=CC=2)[P](C2C=CC=CC=2)(C2C=CC=CC=2)C2C=CC=CC=2)(C2C=CC=CC=2)C2C=CC=CC=2)=CC=1.C1(C)C=CC=C(C)C=1. The product is [CH3:1][C:2]1[C:7]([C:2]2[CH:7]=[CH:6][CH:5]=[CH:4][N:3]=2)=[CH:6][CH:5]=[C:4]([CH3:9])[N:3]=1. The yield is 0.830. (3) The reactants are [F:1][C:2]1[CH:7]=[C:6]([F:8])[C:5]([N+:9]([O-:11])=[O:10])=[CH:4][C:3]=1[S:12](Cl)(=[O:14])=[O:13].Cl.CN.[CH2:19]([N:21](CC)CC)C.Cl. The catalyst is C1COCC1.O. The product is [F:1][C:2]1[CH:7]=[C:6]([F:8])[C:5]([N+:9]([O-:11])=[O:10])=[CH:4][C:3]=1[S:12]([NH:21][CH3:19])(=[O:14])=[O:13]. The yield is 0.380. (4) The reactants are Br[C:2]1[CH:3]=[C:4]2[C:8](=[C:9]([C:11]([NH2:13])=[O:12])[CH:10]=1)[NH:7][CH:6]=[C:5]2[CH:14]1[CH2:19][CH2:18][S:17](=[O:21])(=[O:20])[CH2:16][CH2:15]1.[O:22]1[C:26]2[CH:27]=[CH:28][C:29](B(O)O)=[CH:30][C:25]=2[CH2:24][CH2:23]1.C([O-])([O-])=O.[K+].[K+]. The catalyst is O1CCOCC1.O.C1C=CC(P(C2C=CC=CC=2)[C-]2C=CC=C2)=CC=1.C1C=CC(P(C2C=CC=CC=2)[C-]2C=CC=C2)=CC=1.Cl[Pd]Cl.[Fe+2]. The product is [O:22]1[C:26]2[CH:27]=[CH:28][C:29]([C:2]3[CH:3]=[C:4]4[C:8](=[C:9]([C:11]([NH2:13])=[O:12])[CH:10]=3)[NH:7][CH:6]=[C:5]4[CH:14]3[CH2:19][CH2:18][S:17](=[O:21])(=[O:20])[CH2:16][CH2:15]3)=[CH:30][C:25]=2[CH2:24][CH2:23]1. The yield is 0.200.